This data is from Forward reaction prediction with 1.9M reactions from USPTO patents (1976-2016). The task is: Predict the product of the given reaction. (1) Given the reactants [OH-].[Na+].[Br:3][C:4]1[C:12]2[C:7](=[N:8][CH:9]=[C:10]([C:13]3[CH:14]=[C:15]([CH:20]=[CH:21][C:22]=3[CH3:23])[C:16]([O:18]C)=[O:17])[CH:11]=2)[O:6][C:5]=1[C:24]1[CH:29]=[CH:28][C:27]([F:30])=[CH:26][CH:25]=1, predict the reaction product. The product is: [Br:3][C:4]1[C:12]2[C:7](=[N:8][CH:9]=[C:10]([C:13]3[CH:14]=[C:15]([CH:20]=[CH:21][C:22]=3[CH3:23])[C:16]([OH:18])=[O:17])[CH:11]=2)[O:6][C:5]=1[C:24]1[CH:25]=[CH:26][C:27]([F:30])=[CH:28][CH:29]=1. (2) Given the reactants C([O:3][C:4]([CH:6]1[CH2:11][CH2:10][N:9]([C:12]2[C:16]([Cl:17])=[N:15][S:14][N:13]=2)[CH2:8][CH2:7]1)=[O:5])C.[OH-].[Na+], predict the reaction product. The product is: [Cl:17][C:16]1[C:12]([N:9]2[CH2:10][CH2:11][CH:6]([C:4]([OH:5])=[O:3])[CH2:7][CH2:8]2)=[N:13][S:14][N:15]=1.